The task is: Regression. Given a peptide amino acid sequence and an MHC pseudo amino acid sequence, predict their binding affinity value. This is MHC class I binding data.. This data is from Peptide-MHC class I binding affinity with 185,985 pairs from IEDB/IMGT. (1) The peptide sequence is KKCCYHCQF. The MHC is Mamu-B3901 with pseudo-sequence Mamu-B3901. The binding affinity (normalized) is 0.190. (2) The peptide sequence is HYVSGMTTDNL. The MHC is Patr-A0901 with pseudo-sequence Patr-A0901. The binding affinity (normalized) is 0.689. (3) The peptide sequence is KTKDYVNGL. The MHC is Mamu-A2601 with pseudo-sequence Mamu-A2601. The binding affinity (normalized) is 0.219. (4) The peptide sequence is PLHILASNK. The MHC is HLA-A11:01 with pseudo-sequence HLA-A11:01. The binding affinity (normalized) is 0.190. (5) The peptide sequence is AFPTSCHMFIICF. The MHC is HLA-B57:01 with pseudo-sequence HLA-B57:01. The binding affinity (normalized) is 0.0586. (6) The peptide sequence is RVYKNYDPR. The MHC is HLA-A03:01 with pseudo-sequence HLA-A03:01. The binding affinity (normalized) is 0.519.